This data is from Catalyst prediction with 721,799 reactions and 888 catalyst types from USPTO. The task is: Predict which catalyst facilitates the given reaction. (1) Reactant: [Br:1][C:2]1[CH:7]=[CH:6][C:5]([C:8](=O)[C:9]([C:11]2[CH:16]=[CH:15][CH:14]=[CH:13][CH:12]=2)=O)=[CH:4][CH:3]=1.[C:18]1([NH2:25])[CH:23]=[CH:22][CH:21]=[CH:20][C:19]=1[NH2:24]. Product: [Br:1][C:2]1[CH:7]=[CH:6][C:5]([C:8]2[C:9]([C:11]3[CH:16]=[CH:15][CH:14]=[CH:13][CH:12]=3)=[N:25][C:18]3[C:19](=[CH:20][CH:21]=[CH:22][CH:23]=3)[N:24]=2)=[CH:4][CH:3]=1. The catalyst class is: 8. (2) Reactant: [N:1]1[C:2]([C:10]([OH:12])=O)=[CH:3][N:4]2[CH2:9][CH2:8][CH2:7][CH2:6][C:5]=12.CCN(C(C)C)C(C)C.CN(C(ON1N=NC2C=CC=NC1=2)=[N+](C)C)C.[F:39][P-](F)(F)(F)(F)F.[NH2:46][CH:47]1[CH2:52][CH2:51][CH:50]([N:53]2[C:58](=[O:59])[C:57]3[CH:60]=[CH:61][CH:62]=[N:63][C:56]=3[N:55]([CH:64]3[CH2:69][CH2:68][S:67][CH2:66][CH2:65]3)[C:54]2=[O:70])[CH2:49][CH2:48]1. Product: [F:39][C:61]1[CH:62]=[N:63][C:56]2[N:55]([CH:64]3[CH2:65][CH2:66][S:67][CH2:68][CH2:69]3)[C:54](=[O:70])[N:53]([C@@H:50]3[CH2:51][CH2:52][C@H:47]([NH:46][C:10]([C:2]4[N:1]=[C:5]5[CH2:6][CH2:7][CH2:8][CH2:9][N:4]5[CH:3]=4)=[O:12])[CH2:48][CH2:49]3)[C:58](=[O:59])[C:57]=2[CH:60]=1. The catalyst class is: 18. (3) Reactant: C(OC([N:8]1[C:16]2[C:11](=[CH:12][C:13]([NH:17][C:18]([CH:20]3[CH2:24][CH2:23][N:22]([CH2:25][C:26](=[O:45])[N:27]4[CH2:32][CH2:31][N:30]([C:33]5[CH:38]=[CH:37][C:36]([C:39]6[N:44]=[CH:43][CH:42]=[CH:41][N:40]=6)=[CH:35][CH:34]=5)[CH2:29][CH2:28]4)[CH2:21]3)=[O:19])=[CH:14][CH:15]=2)[C:10]([NH:46][C:47](=[O:49])[CH3:48])=[N:9]1)=O)(C)(C)C.C(O)(C(F)(F)F)=O. Product: [C:47]([NH:46][C:10]1[C:11]2[C:16](=[CH:15][CH:14]=[C:13]([NH:17][C:18]([CH:20]3[CH2:24][CH2:23][N:22]([CH2:25][C:26](=[O:45])[N:27]4[CH2:28][CH2:29][N:30]([C:33]5[CH:38]=[CH:37][C:36]([C:39]6[N:44]=[CH:43][CH:42]=[CH:41][N:40]=6)=[CH:35][CH:34]=5)[CH2:31][CH2:32]4)[CH2:21]3)=[O:19])[CH:12]=2)[NH:8][N:9]=1)(=[O:49])[CH3:48]. The catalyst class is: 2. (4) Reactant: Br[C:2]1[CH:3]=[C:4]2[C:8](=[CH:9][CH:10]=1)[N:7]([S:11]([C:14]1[CH:21]=[CH:20][C:17]([C:18]#[N:19])=[CH:16][CH:15]=1)(=[O:13])=[O:12])[CH2:6][CH2:5]2.[CH3:22][C:23]1([CH3:39])[C:27]([CH3:29])([CH3:28])[O:26][B:25]([B:25]2[O:26][C:27]([CH3:29])([CH3:28])[C:23]([CH3:39])([CH3:22])[O:24]2)[O:24]1.C([O-])(=O)C.[K+]. Product: [CH3:22][C:23]1([CH3:39])[C:27]([CH3:29])([CH3:28])[O:26][B:25]([C:2]2[CH:3]=[C:4]3[C:8](=[CH:9][CH:10]=2)[N:7]([S:11]([C:14]2[CH:21]=[CH:20][C:17]([C:18]#[N:19])=[CH:16][CH:15]=2)(=[O:13])=[O:12])[CH2:6][CH2:5]3)[O:24]1. The catalyst class is: 550. (5) Reactant: [Cl-].[C:2]1([S+:8]([C:15]2[CH:20]=[CH:19][CH:18]=[CH:17][CH:16]=2)[C:9]2[CH:14]=[CH:13][CH:12]=[CH:11][CH:10]=2)[CH:7]=[CH:6][CH:5]=[CH:4][CH:3]=1.[F:21][C:22]([F:41])([S:37]([O-:40])(=[O:39])=[O:38])[CH:23]([O:28][C:29](=[O:36])[C:30]1[CH:35]=[CH:34][CH:33]=[CH:32][CH:31]=1)[C:24]([F:27])([F:26])[F:25].[Na+]. Product: [F:41][C:22]([F:21])([S:37]([O-:40])(=[O:38])=[O:39])[CH:23]([O:28][C:29](=[O:36])[C:30]1[CH:35]=[CH:34][CH:33]=[CH:32][CH:31]=1)[C:24]([F:25])([F:27])[F:26].[C:15]1([S+:8]([C:2]2[CH:3]=[CH:4][CH:5]=[CH:6][CH:7]=2)[C:9]2[CH:14]=[CH:13][CH:12]=[CH:11][CH:10]=2)[CH:16]=[CH:17][CH:18]=[CH:19][CH:20]=1. The catalyst class is: 4.